Dataset: Forward reaction prediction with 1.9M reactions from USPTO patents (1976-2016). Task: Predict the product of the given reaction. Given the reactants [C:1]([C:5]1[CH:9]=[C:8]([C:10]([O:12]CC)=[O:11])[N:7]([C:15]2[CH:20]=[CH:19][CH:18]=[C:17]([CH2:21][P:22]3(=[O:27])[CH2:26][CH2:25][CH2:24][CH2:23]3)[CH:16]=2)[N:6]=1)([CH3:4])([CH3:3])[CH3:2].[OH-].[Na+], predict the reaction product. The product is: [C:1]([C:5]1[CH:9]=[C:8]([C:10]([OH:12])=[O:11])[N:7]([C:15]2[CH:20]=[CH:19][CH:18]=[C:17]([CH2:21][P:22]3(=[O:27])[CH2:26][CH2:25][CH2:24][CH2:23]3)[CH:16]=2)[N:6]=1)([CH3:4])([CH3:2])[CH3:3].